Task: Predict the reaction yield, written as a fraction of the theoretical maximum amount of product (1.0 means a 100% yield; for example, 0.34 means a 34% yield).. Dataset: Reaction yield outcomes from USPTO patents with 853,638 reactions (1) The reactants are [C:1]([O:10]C)(=O)[C:2]1[C:3](=[CH:5][CH:6]=[CH:7][CH:8]=1)[SH:4].[C:12]([C:14]1[CH:19]=[CH:18][CH:17]=[C:16]([S:20][CH:21]([CH3:23])[CH3:22])[N:15]=1)#[N:13].C(N(CC)CC)C. The catalyst is C1(C)C=CC=CC=1. The product is [CH:21]([S:20][C:16]1[N:15]=[C:14]([C:12]2[S:4][C:3]3[CH:5]=[CH:6][CH:7]=[CH:8][C:2]=3[C:1](=[O:10])[N:13]=2)[CH:19]=[CH:18][CH:17]=1)([CH3:23])[CH3:22]. The yield is 0.100. (2) The reactants are Br[C:2]1[N:7]=[C:6]([C:8]([NH2:10])=[O:9])[C:5]([NH:11][CH2:12][CH2:13][O:14][CH3:15])=[CH:4][CH:3]=1.[Br:16][C:17]1[CH:18]=[CH:19][C:20]([F:26])=[C:21](B(O)O)[CH:22]=1. No catalyst specified. The product is [Br:16][C:17]1[CH:22]=[CH:21][C:20]([F:26])=[C:19]([C:2]2[N:7]=[C:6]([C:8]([NH2:10])=[O:9])[C:5]([NH:11][CH2:12][CH2:13][O:14][CH3:15])=[CH:4][CH:3]=2)[CH:18]=1. The yield is 0.750.